The task is: Predict which catalyst facilitates the given reaction.. This data is from Catalyst prediction with 721,799 reactions and 888 catalyst types from USPTO. (1) Reactant: [C:1]([O:5][C:6]([N:8]1[CH2:13][CH2:12][N:11]([C:14]2[CH:19]=[CH:18][CH:17]=[CH:16][C:15]=2[O:20][CH2:21][CH:22]([NH2:24])[CH3:23])[CH2:10][CH2:9]1)=[O:7])([CH3:4])([CH3:3])[CH3:2].[CH:25](=O)[CH3:26].[C:28](O[BH-](OC(=O)C)OC(=O)C)(=O)[CH3:29].[Na+]. Product: [C:1]([O:5][C:6]([N:8]1[CH2:13][CH2:12][N:11]([C:14]2[CH:19]=[CH:18][CH:17]=[CH:16][C:15]=2[O:20][CH2:21][CH:22]([N:24]([CH2:25][CH3:26])[CH2:28][CH3:29])[CH3:23])[CH2:10][CH2:9]1)=[O:7])([CH3:4])([CH3:3])[CH3:2]. The catalyst class is: 5. (2) Reactant: [Cl:1][C:2]1[C:3](=[O:10])[N:4]([CH3:9])[N:5]=[CH:6][C:7]=1Cl.[C:11]([O-])([O-])=[O:12].[K+].[K+]. Product: [Cl:1][C:2]1[C:3](=[O:10])[N:4]([CH3:9])[N:5]=[CH:6][C:7]=1[O:12][CH3:11]. The catalyst class is: 5. (3) Reactant: [H-].[Na+].Cl[C:4]1[C:5]([CH3:16])=[C:6]([CH3:15])[C:7]2[N:8]([C:10]([CH2:13][NH2:14])=[N:11][N:12]=2)[N:9]=1.O.ClCCl.[CH3:21][CH2:22][CH:23]([OH:26])[CH2:24][CH3:25]. Product: [CH2:22]([CH:23]([O:26][C:4]1[C:5]([CH3:16])=[C:6]([CH3:15])[C:7]2[N:8]([C:10]([CH2:13][NH2:14])=[N:11][N:12]=2)[N:9]=1)[CH2:24][CH3:25])[CH3:21]. The catalyst class is: 3. (4) Reactant: [NH2:1][C:2]1[N:3]=[C:4](Cl)[C:5]([C:8]#[N:9])=[N:6][CH:7]=1.[CH3:11][O-:12].[Na+].CO. Product: [NH2:1][C:2]1[N:3]=[C:4]([O:12][CH3:11])[C:5]([C:8]#[N:9])=[N:6][CH:7]=1. The catalyst class is: 24. (5) Reactant: Cl.[Cl:2][C:3]1[CH:4]=[C:5]([C:13]2[O:17][N:16]=[C:15]([C:18]3[C:28]4[O:27][CH2:26][CH2:25][N:24](C(OC(C)(C)C)=O)[CH:23]([CH2:36][CH2:37][CH2:38][C:39]([OH:41])=[O:40])[C:22]=4[CH:21]=[CH:20][CH:19]=3)[N:14]=2)[CH:6]=[N:7][C:8]=1[O:9][CH:10]([CH3:12])[CH3:11]. Product: [ClH:2].[Cl:2][C:3]1[CH:4]=[C:5]([C:13]2[O:17][N:16]=[C:15]([C:18]3[C:28]4[O:27][CH2:26][CH2:25][NH:24][CH:23]([CH2:36][CH2:37][CH2:38][C:39]([OH:41])=[O:40])[C:22]=4[CH:21]=[CH:20][CH:19]=3)[N:14]=2)[CH:6]=[N:7][C:8]=1[O:9][CH:10]([CH3:12])[CH3:11]. The catalyst class is: 12.